Predict which catalyst facilitates the given reaction. From a dataset of Catalyst prediction with 721,799 reactions and 888 catalyst types from USPTO. (1) Reactant: [O:1]1[C:5]2[CH:6]=[CH:7][CH:8]=[CH:9][C:4]=2[CH:3]=[C:2]1[C:10]1[N:14]2[N:15]=[C:16]([NH2:19])[CH:17]=[CH:18][C:13]2=[N:12][CH:11]=1.[N:20]1[CH:25]=[CH:24][CH:23]=[C:22]([CH2:26][C:27](O)=[O:28])[CH:21]=1.C(N(C(C)C)C(C)C)C.C(P1(=O)OP(=O)(CCC)OP(=O)(CCC)O1)CC. The catalyst class is: 13. Product: [O:1]1[C:5]2[CH:6]=[CH:7][CH:8]=[CH:9][C:4]=2[CH:3]=[C:2]1[C:10]1[N:14]2[N:15]=[C:16]([NH:19][C:27](=[O:28])[CH2:26][C:22]3[CH:21]=[N:20][CH:25]=[CH:24][CH:23]=3)[CH:17]=[CH:18][C:13]2=[N:12][CH:11]=1. (2) Reactant: [F:1][C:2]1([F:32])[CH2:7][CH2:6][N:5]([C:8]([C:10]2[NH:11][C:12]3[C:17]([CH:18]=2)=[CH:16][C:15]([C:19]([N:21]2[CH2:25][CH2:24][CH2:23][C@H:22]2[CH2:26][N:27]2[CH2:31][CH2:30][CH2:29][CH2:28]2)=[O:20])=[CH:14][CH:13]=3)=[O:9])[CH2:4][CH2:3]1.[H-].[Na+].CS(O[CH2:40][C:41]([F:44])([F:43])[F:42])(=O)=O. Product: [F:32][C:2]1([F:1])[CH2:7][CH2:6][N:5]([C:8]([C:10]2[N:11]([CH2:40][C:41]([F:44])([F:43])[F:42])[C:12]3[C:17]([CH:18]=2)=[CH:16][C:15]([C:19]([N:21]2[CH2:25][CH2:24][CH2:23][C@H:22]2[CH2:26][N:27]2[CH2:31][CH2:30][CH2:29][CH2:28]2)=[O:20])=[CH:14][CH:13]=3)=[O:9])[CH2:4][CH2:3]1. The catalyst class is: 9. (3) Reactant: [OH-].[Na+:2].CO.[CH3:5][C:6]1[CH:7]=[N:8][C:9]([CH2:15][S+:16]([O-:28])[C:17]2[NH:18][C:19]3[CH:20]=[CH:21][C:22]([O:26][CH3:27])=[CH:23][C:24]=3[N:25]=2)=[C:10]([CH3:14])[C:11]=1[O:12][CH3:13].ClCCl. Product: [CH3:5][C:6]1[CH:7]=[N:8][C:9]([CH2:15][S+:16]([O-:28])[C:17]2[N-:18][C:19]3[CH:20]=[CH:21][C:22]([O:26][CH3:27])=[CH:23][C:24]=3[N:25]=2)=[C:10]([CH3:14])[C:11]=1[O:12][CH3:13].[Na+:2]. The catalyst class is: 10. (4) Reactant: [F:1][C:2]([F:13])([F:12])[C:3]1[N:4]=[C:5]2[CH2:10][NH:9][CH2:8][CH2:7][N:6]2[CH:11]=1.C(N(CC)C(C)C)(C)C.[C:23](O[C:23]([O:25][C:26]([CH3:29])([CH3:28])[CH3:27])=[O:24])([O:25][C:26]([CH3:29])([CH3:28])[CH3:27])=[O:24]. Product: [C:26]([O:25][C:23]([N:9]1[CH2:8][CH2:7][N:6]2[CH:11]=[C:3]([C:2]([F:12])([F:1])[F:13])[N:4]=[C:5]2[CH2:10]1)=[O:24])([CH3:29])([CH3:28])[CH3:27]. The catalyst class is: 4. (5) Reactant: C[Si]([N-][Si](C)(C)C)(C)C.[Li+].[Br:11][C:12]1[CH:18]=[CH:17][C:15]([NH2:16])=[CH:14][CH:13]=1.[Cl:19][C:20]1[CH:27]=[CH:26][CH:25]=[C:24]([CH3:28])[C:21]=1[C:22]#[N:23]. Product: [Br:11][C:12]1[CH:18]=[CH:17][C:15]([NH:16][C:22](=[NH:23])[C:21]2[C:24]([CH3:28])=[CH:25][CH:26]=[CH:27][C:20]=2[Cl:19])=[CH:14][CH:13]=1. The catalyst class is: 1.